This data is from Catalyst prediction with 721,799 reactions and 888 catalyst types from USPTO. The task is: Predict which catalyst facilitates the given reaction. (1) Reactant: Cl.[NH2:2][CH2:3][C:4]1[CH:5]=[C:6]([C:13]([O:15][CH2:16][CH3:17])=[O:14])[C:7]([CH:10]([F:12])[F:11])=[N:8][CH:9]=1.C(=O)(OC(C)(C)C)[O:19][C:20]([O:22][C:23]([CH3:26])([CH3:25])[CH3:24])=O.C(N(CC)CC)C. Product: [C:23]([O:22][C:20]([NH:2][CH2:3][C:4]1[CH:5]=[C:6]([C:13]([O:15][CH2:16][CH3:17])=[O:14])[C:7]([CH:10]([F:12])[F:11])=[N:8][CH:9]=1)=[O:19])([CH3:26])([CH3:25])[CH3:24]. The catalyst class is: 1. (2) Reactant: [C:1]([C@@H:3]1[CH2:7][CH2:6][CH2:5][N:4]1[C:8]([C@@H:10]1[C@H:15]2[CH2:16][C@H:12]([C@H:13]([OH:17])[CH2:14]2)[N:11]1[C:18]([O:20][C:21]([CH3:24])([CH3:23])[CH3:22])=[O:19])=[O:9])#[N:2].F[C:26]1[CH:31]=[CH:30][CH:29]=[CH:28][N:27]=1.[H-].[Na+]. Product: [C:1]([C@@H:3]1[CH2:7][CH2:6][CH2:5][N:4]1[C:8]([C@@H:10]1[C@H:15]2[CH2:16][C@H:12]([C@H:13]([O:17][C:26]3[CH:31]=[CH:30][CH:29]=[CH:28][N:27]=3)[CH2:14]2)[N:11]1[C:18]([O:20][C:21]([CH3:24])([CH3:23])[CH3:22])=[O:19])=[O:9])#[N:2]. The catalyst class is: 42. (3) Reactant: C(C(C)=O)C.C(O)(=O)C.O.CC([NH:14][C@@H:15]1[C:31]2[C:24](=[CH:25][CH:26]=[C:27]([O:32][CH3:33])[C:28]([CH:30]=2)=[O:29])[C:23]2[C:22]([O:34][CH3:35])=[C:21]([O:36][CH3:37])[C:20]([O:38][CH3:39])=[CH:19][C:18]=2[CH2:17][CH2:16]1)=O. Product: [CH3:33][O:32][C:27]1[C:28](=[O:29])[CH:30]=[C:31]2[C@@H:15]([NH2:14])[CH2:16][CH2:17][C:18]3[C:23]([C:24]2=[CH:25][CH:26]=1)=[C:22]([O:34][CH3:35])[C:21]([O:36][CH3:37])=[C:20]([O:38][CH3:39])[CH:19]=3. The catalyst class is: 55. (4) Product: [F:31][C:4]1[CH:3]=[C:2]([NH:1][C:36]([NH:35][CH:32]([CH3:34])[CH3:33])=[O:37])[CH:30]=[CH:29][C:5]=1[O:6][C:7]1[CH:12]=[CH:11][N:10]=[C:9]2[CH:13]=[C:14]([C:16]3[CH:17]=[CH:18][C:19]([C:22]([N:24]4[CH2:28][CH2:27][CH2:26][CH2:25]4)=[O:23])=[CH:20][CH:21]=3)[S:15][C:8]=12. The catalyst class is: 2. Reactant: [NH2:1][C:2]1[CH:30]=[CH:29][C:5]([O:6][C:7]2[CH:12]=[CH:11][N:10]=[C:9]3[CH:13]=[C:14]([C:16]4[CH:21]=[CH:20][C:19]([C:22]([N:24]5[CH2:28][CH2:27][CH2:26][CH2:25]5)=[O:23])=[CH:18][CH:17]=4)[S:15][C:8]=23)=[C:4]([F:31])[CH:3]=1.[CH:32]([N:35]=[C:36]=[O:37])([CH3:34])[CH3:33]. (5) Reactant: C(OC(N1[CH2:13][CH2:12][CH:11]([OH:14])[CH:10]([CH2:15][N:16]=[N+:17]=[N-:18])[CH2:9]1)=O)(C)(C)C.[CH3:40][C:38]([O:37]I1([O:37][C:38]([CH3:40])=[O:39])([O:37][C:38]([CH3:40])=[O:39])[O:37][C:38](=[O:39])[C:40]2C=CC=CC1=2)=[O:39]. Product: [C:10]([O:37][C:38]([CH:40]1[CH2:13][CH2:12][C:11](=[O:14])[CH:10]([CH2:15][N:16]=[N+:17]=[N-:18])[CH2:9]1)=[O:39])([CH3:15])([CH3:11])[CH3:9]. The catalyst class is: 326. (6) Reactant: [F:1][C:2]([F:19])([S:15]([O-:18])(=[O:17])=[O:16])[CH:3]([O:8]C(=O)C(C)(C)C)[C:4]([F:7])([F:6])[F:5].[Na+:20].[OH-].[Na+].Cl. Product: [F:19][C:2]([F:1])([S:15]([O-:18])(=[O:16])=[O:17])[CH:3]([OH:8])[C:4]([F:5])([F:7])[F:6].[Na+:20]. The catalyst class is: 5. (7) Reactant: [CH3:1][C:2]1([CH3:16])[C:14](=[O:15])[C:13]2[C:12]3[C:7](=[CH:8][CH:9]=[CH:10][CH:11]=3)[NH:6][C:5]=2[CH2:4][CH2:3]1.[H-].[Na+].[CH3:19][O:20][C:21](=[O:30])[C:22]1[CH:27]=[CH:26][C:25]([CH2:28]Br)=[CH:24][CH:23]=1. Product: [CH3:1][C:2]1([CH3:16])[C:14](=[O:15])[C:13]2[C:12]3[C:7](=[CH:8][CH:9]=[CH:10][CH:11]=3)[N:6]([CH2:28][C:25]3[CH:26]=[CH:27][C:22]([C:21]([O:20][CH3:19])=[O:30])=[CH:23][CH:24]=3)[C:5]=2[CH2:4][CH2:3]1. The catalyst class is: 3. (8) Reactant: [OH:1][C:2]1[CH:11]=[CH:10][CH:9]=[C:8]2[C:3]=1[CH:4]=[CH:5][CH:6]=[N:7]2.[C:12](OC(=O)C)(=[O:14])[CH3:13]. Product: [C:12]([O:1][C:2]1[CH:11]=[CH:10][CH:9]=[C:8]2[C:3]=1[CH:4]=[CH:5][CH:6]=[N:7]2)(=[O:14])[CH3:13]. The catalyst class is: 17. (9) Reactant: [F:1][C:2]1([F:27])[CH2:4][CH:3]1[CH2:5][N:6]1[C:14]2[C:9](=[N:10][C:11]([C:15]3[CH:16]=[C:17]([CH2:22]O)[CH:18]=[CH:19][C:20]=3[CH3:21])=[CH:12][CH:13]=2)[N:8]([CH3:24])[S:7]1(=[O:26])=[O:25].C(N(CC)CC)C.S(Cl)(C)(=O)=O.[N:40]1([C:46]([O:48][C:49]([CH3:52])([CH3:51])[CH3:50])=[O:47])[CH2:45][CH2:44][NH:43][CH2:42][CH2:41]1.CCN(C(C)C)C(C)C. Product: [F:27][C:2]1([F:1])[CH2:4][CH:3]1[CH2:5][N:6]1[C:14]2[C:9](=[N:10][C:11]([C:15]3[CH:16]=[C:17]([CH:18]=[CH:19][C:20]=3[CH3:21])[CH2:22][N:43]3[CH2:44][CH2:45][N:40]([C:46]([O:48][C:49]([CH3:52])([CH3:51])[CH3:50])=[O:47])[CH2:41][CH2:42]3)=[CH:12][CH:13]=2)[N:8]([CH3:24])[S:7]1(=[O:25])=[O:26]. The catalyst class is: 296. (10) Reactant: [CH2:1]([O:8][C:9]1[CH:10]=[C:11]([CH:14]=[CH:15][CH:16]=1)[CH:12]=[O:13])[C:2]1[CH:7]=[CH:6][CH:5]=[CH:4][CH:3]=1.[Cl-].[Ca+2].[Cl-].[BH4-].[Na+]. Product: [CH2:1]([O:8][C:9]1[CH:10]=[C:11]([CH2:12][OH:13])[CH:14]=[CH:15][CH:16]=1)[C:2]1[CH:3]=[CH:4][CH:5]=[CH:6][CH:7]=1. The catalyst class is: 353.